This data is from Forward reaction prediction with 1.9M reactions from USPTO patents (1976-2016). The task is: Predict the product of the given reaction. (1) Given the reactants [C:1]1([C:7]2[CH:8]=[C:9]3[C:18]([CH:19]4[CH2:24][CH2:23][NH:22][CH2:21][CH2:20]4)=[CH:17][NH:16][C:10]3=[C:11]([C:13]([NH2:15])=[O:14])[N:12]=2)[CH:6]=[CH:5][CH:4]=[CH:3][CH:2]=1.CCN(C(C)C)C(C)C.[C:34]1([C:40](Cl)=[O:41])[CH:39]=[CH:38][CH:37]=[CH:36][CH:35]=1, predict the reaction product. The product is: [C:1]1([C:7]2[CH:8]=[C:9]3[C:18]([CH:19]4[CH2:24][CH2:23][N:22]([C:40]([C:34]5[CH:39]=[CH:38][CH:37]=[CH:36][CH:35]=5)=[O:41])[CH2:21][CH2:20]4)=[CH:17][NH:16][C:10]3=[C:11]([C:13]([NH2:15])=[O:14])[N:12]=2)[CH:6]=[CH:5][CH:4]=[CH:3][CH:2]=1. (2) Given the reactants [C:1]([O:5][C:6](=[O:22])[NH:7][C:8]1[CH:13]=[CH:12][C:11]([N:14]2[CH:18]=[CH:17][CH:16]=[CH:15]2)=[CH:10][C:9]=1[N+:19]([O-])=O)([CH3:4])([CH3:3])[CH3:2], predict the reaction product. The product is: [C:1]([O:5][C:6](=[O:22])[NH:7][C:8]1[CH:13]=[CH:12][C:11]([N:14]2[CH:15]=[CH:16][CH:17]=[CH:18]2)=[CH:10][C:9]=1[NH2:19])([CH3:4])([CH3:2])[CH3:3]. (3) Given the reactants [N:1]1[CH:6]=[CH:5][C:4]([NH2:7])=[CH:3][CH:2]=1.C(OC([NH:15][CH2:16][CH2:17][CH2:18][CH2:19][C@H:20]([NH:24][C:25]([O:27][CH2:28][CH:29]1[C:41]2[CH:40]=[CH:39][CH:38]=[CH:37][C:36]=2[C:35]2[C:30]1=[CH:31][CH:32]=[CH:33][CH:34]=2)=[O:26])[C:21](O)=[O:22])=O)(C)(C)C, predict the reaction product. The product is: [CH:31]1[C:30]2[CH:29]([CH2:28][O:27][C:25](=[O:26])[NH:24][C@H:20]([C:21](=[O:22])[NH:7][C:4]3[CH:5]=[CH:6][N:1]=[CH:2][CH:3]=3)[CH2:19][CH2:18][CH2:17][CH2:16][NH2:15])[C:41]3[C:36](=[CH:37][CH:38]=[CH:39][CH:40]=3)[C:35]=2[CH:34]=[CH:33][CH:32]=1. (4) Given the reactants [CH3:1][C:2]([CH3:9])([CH3:8])[C:3](=O)[CH2:4][C:5]#[N:6].[N+:10]([C:13]1[CH:18]=[CH:17][C:16]([NH:19][NH2:20])=[CH:15][CH:14]=1)([O-:12])=[O:11].C(O)(=O)C, predict the reaction product. The product is: [C:2]([C:3]1[CH:4]=[C:5]([NH2:6])[N:19]([C:16]2[CH:15]=[CH:14][C:13]([N+:10]([O-:12])=[O:11])=[CH:18][CH:17]=2)[N:20]=1)([CH3:9])([CH3:8])[CH3:1]. (5) Given the reactants [C:1]([CH2:3][C:4]1([N:17]2[CH2:20][CH:19]([CH2:21][N:22]([C@@H:29]3[CH2:31][C@H:30]3[C:32]3[CH:37]=[CH:36][CH:35]=[CH:34][CH:33]=3)[C:23](=[O:28])[C:24]([F:27])([F:26])[F:25])[CH2:18]2)[CH2:9][CH2:8][N:7](C(OC(C)(C)C)=O)[CH2:6][CH2:5]1)#[N:2].C(O)(C(F)(F)F)=O, predict the reaction product. The product is: [C:1]([CH2:3][C:4]1([N:17]2[CH2:20][CH:19]([CH2:21][N:22]([C@@H:29]3[CH2:31][C@H:30]3[C:32]3[CH:37]=[CH:36][CH:35]=[CH:34][CH:33]=3)[C:23](=[O:28])[C:24]([F:26])([F:25])[F:27])[CH2:18]2)[CH2:5][CH2:6][NH:7][CH2:8][CH2:9]1)#[N:2]. (6) The product is: [ClH:32].[CH3:3][NH:2][CH2:10][C:11]1[CH:15]=[C:14]([C:16]2[CH:17]=[CH:18][CH:19]=[CH:20][CH:21]=2)[N:13]([S:29]([C:26]2[CH:27]=[CH:28][S:24][CH:25]=2)(=[O:31])=[O:30])[CH:12]=1. Given the reactants C[N:2]([CH2:10][C:11]1[CH:15]=[C:14]([C:16]2[CH:21]=[CH:20][CH:19]=[CH:18][CH:17]=2)[NH:13][CH:12]=1)[C:3](=O)OC(C)(C)C.[H-].[Na+].[S:24]1[CH:28]=[CH:27][C:26]([S:29]([Cl:32])(=[O:31])=[O:30])=[CH:25]1, predict the reaction product. (7) The product is: [CH3:1][N:2]1[CH2:24][CH2:23][C:5]2[N:6]([CH2:14][CH:15]([O:16][C:29](=[O:30])[N:28]([CH3:32])[CH3:27])[C:17]3[CH:18]=[CH:19][N:20]=[CH:21][CH:22]=3)[C:7]3[CH:8]=[CH:9][C:10]([CH3:13])=[CH:11][C:12]=3[C:4]=2[CH2:3]1. Given the reactants [CH3:1][N:2]1[CH2:24][CH2:23][C:5]2[N:6]([CH2:14][CH:15]([C:17]3[CH:22]=[CH:21][N:20]=[CH:19][CH:18]=3)[OH:16])[C:7]3[CH:8]=[CH:9][C:10]([CH3:13])=[CH:11][C:12]=3[C:4]=2[CH2:3]1.[H-].[Na+].[CH3:27][N:28]([CH3:32])[C:29](Cl)=[O:30], predict the reaction product.